From a dataset of Reaction yield outcomes from USPTO patents with 853,638 reactions. Predict the reaction yield, written as a fraction of the theoretical maximum amount of product (1.0 means a 100% yield; for example, 0.34 means a 34% yield). (1) The reactants are [NH:1]([C:8](=[O:33])[CH2:9][N:10]1[C:18]2[CH:17]=[CH:16][C:15]([Cl:19])=[C:14]([Cl:20])[C:13]=2[C:12]2[CH2:21][CH2:22][N:23](C(OC(C)(C)C)=O)[CH2:24][CH2:25][C:11]1=2)[C:2]1[CH:7]=[CH:6][CH:5]=[CH:4][CH:3]=1.C(O)(C(F)(F)F)=O. The catalyst is C(Cl)Cl. The product is [ClH:19].[Cl:19][C:15]1[CH:16]=[CH:17][C:18]2[N:10]([CH2:9][C:8]([NH:1][C:2]3[CH:7]=[CH:6][CH:5]=[CH:4][CH:3]=3)=[O:33])[C:11]3[CH2:25][CH2:24][NH:23][CH2:22][CH2:21][C:12]=3[C:13]=2[C:14]=1[Cl:20]. The yield is 0.670. (2) The reactants are [Cl-].O[NH3+:3].[C:4](=[O:7])([O-])[OH:5].[Na+].CS(C)=O.[CH2:13]([C:17]1[N:18]=[C:19]([CH3:47])[N:20]([CH2:39][C:40]2[CH:45]=[CH:44][C:43]([CH3:46])=[CH:42][CH:41]=2)[C:21](=[O:38])[C:22]=1[CH2:23][C:24]1[CH:29]=[CH:28][C:27]([C:30]2[C:31]([C:36]#[N:37])=[CH:32][CH:33]=[CH:34][CH:35]=2)=[CH:26][CH:25]=1)[CH2:14][CH2:15][CH3:16]. The catalyst is C(OCC)(=O)C. The product is [CH2:13]([C:17]1[N:18]=[C:19]([CH3:47])[N:20]([CH2:39][C:40]2[CH:45]=[CH:44][C:43]([CH3:46])=[CH:42][CH:41]=2)[C:21](=[O:38])[C:22]=1[CH2:23][C:24]1[CH:29]=[CH:28][C:27]([C:30]2[CH:35]=[CH:34][CH:33]=[CH:32][C:31]=2[C:36]2[NH:3][C:4](=[O:7])[O:5][N:37]=2)=[CH:26][CH:25]=1)[CH2:14][CH2:15][CH3:16]. The yield is 0.590. (3) The reactants are [Br:1][C:2]1[C:23]([O:24]C)=[CH:22][C:5]2[C:6]([CH3:21])([CH3:20])[C:7]3[NH:8][C:9]4[C:14]([C:15]=3[C:16](=[O:17])[C:4]=2[CH:3]=1)=[CH:13][CH:12]=[C:11]([C:18]#[N:19])[CH:10]=4.C[O-].[Na+].C(S)CCCCCCCCCCC.Cl. The catalyst is CN1C(=O)CCC1. The product is [Br:1][C:2]1[C:23]([OH:24])=[CH:22][C:5]2[C:6]([CH3:21])([CH3:20])[C:7]3[NH:8][C:9]4[C:14]([C:15]=3[C:16](=[O:17])[C:4]=2[CH:3]=1)=[CH:13][CH:12]=[C:11]([C:18]#[N:19])[CH:10]=4. The yield is 0.650. (4) The reactants are [OH:1][CH2:2][C:3]1[CH:4]=[CH:5][C:6]([O:18][CH3:19])=[C:7]([CH:17]=1)[O:8][C:9]1[CH:10]=[C:11]([CH:14]=[CH:15][CH:16]=1)[C:12]#[N:13].N1C=CC=CC=1.Cl[C:27]([O:29][CH3:30])=[O:28]. The product is [CH3:30][O:29][C:27](=[O:28])[O:1][CH2:2][C:3]1[CH:4]=[CH:5][C:6]([O:18][CH3:19])=[C:7]([O:8][C:9]2[CH:16]=[CH:15][CH:14]=[C:11]([C:12]#[N:13])[CH:10]=2)[CH:17]=1. The catalyst is O1CCCC1. The yield is 0.950. (5) The reactants are C(O[C:4]([C:6]1[C:7](=[O:26])[N:8]([CH2:18][C:19]2([C:22]([F:25])([F:24])[F:23])[CH2:21][CH2:20]2)[N:9]=[C:10]([C:13]2[S:14][CH:15]=[CH:16][CH:17]=2)[C:11]=1[OH:12])=O)C.[NH2:27][C:28]1[CH:33]=[CH:32][C:31]([I:34])=[CH:30][C:29]=1[S:35]([NH2:38])(=[O:37])=[O:36]. The catalyst is N1C=CC=CC=1. The product is [OH:12][C:11]1[C:10]([C:13]2[S:14][CH:15]=[CH:16][CH:17]=2)=[N:9][N:8]([CH2:18][C:19]2([C:22]([F:23])([F:25])[F:24])[CH2:21][CH2:20]2)[C:7](=[O:26])[C:6]=1[C:4]1[NH:27][C:28]2[CH:33]=[CH:32][C:31]([I:34])=[CH:30][C:29]=2[S:35](=[O:37])(=[O:36])[N:38]=1. The yield is 0.500. (6) The reactants are [Cl:1][C:2]1[CH:7]=[CH:6][CH:5]=[CH:4][C:3]=1[C:8]1[N:9]([C:24]2[CH:29]=[CH:28][C:27]([Cl:30])=[CH:26][CH:25]=2)[C:10]2[C:15]([N:16]=1)=[C:14]([NH:17][C@H:18]1[CH2:23][CH2:22][CH2:21][NH:20][CH2:19]1)[N:13]=[CH:12][N:11]=2.C(N(CC)CC)C.[CH2:38]([N:40]=[C:41]=[O:42])[CH3:39]. The catalyst is C1COCC1. The product is [Cl:1][C:2]1[CH:7]=[CH:6][CH:5]=[CH:4][C:3]=1[C:8]1[N:9]([C:24]2[CH:25]=[CH:26][C:27]([Cl:30])=[CH:28][CH:29]=2)[C:10]2[C:15]([N:16]=1)=[C:14]([NH:17][C@H:18]1[CH2:23][CH2:22][CH2:21][N:20]([C:41]([NH:40][CH2:38][CH3:39])=[O:42])[CH2:19]1)[N:13]=[CH:12][N:11]=2. The yield is 0.860. (7) The reactants are [CH3:1][O:2][C:3]1[CH:4]=[C:5]([NH:11][C:12]2[C:13]3[N:30]=[CH:29][S:28][C:14]=3[N:15]=[C:16]([N:18]3[CH2:23][CH2:22][CH2:21][CH:20]([C:24]([O:26]C)=[O:25])[CH2:19]3)[N:17]=2)[CH:6]=[CH:7][C:8]=1[O:9][CH3:10].[OH-].[Na+]. The catalyst is C1COCC1.CO.O. The product is [CH3:1][O:2][C:3]1[CH:4]=[C:5]([NH:11][C:12]2[C:13]3[N:30]=[CH:29][S:28][C:14]=3[N:15]=[C:16]([N:18]3[CH2:23][CH2:22][CH2:21][CH:20]([C:24]([OH:26])=[O:25])[CH2:19]3)[N:17]=2)[CH:6]=[CH:7][C:8]=1[O:9][CH3:10]. The yield is 0.980. (8) The reactants are [CH:1]1([CH2:4][O:5][C:6]2[CH:7]=[C:8]([CH:15](C(OCC)=O)[C:16]([O:18]CC)=[O:17])[CH:9]=[CH:10][C:11]=2[N+:12]([O-:14])=[O:13])[CH2:3][CH2:2]1.[OH-].[Na+]. The catalyst is C(O)C. The product is [CH:1]1([CH2:4][O:5][C:6]2[CH:7]=[C:8]([CH2:15][C:16]([OH:18])=[O:17])[CH:9]=[CH:10][C:11]=2[N+:12]([O-:14])=[O:13])[CH2:2][CH2:3]1. The yield is 0.900. (9) The reactants are [Br:1][C:2]1[C:3]2[N:4]([C:9]([C:12]([OH:14])=O)=[CH:10][N:11]=2)[N:5]=[C:6]([Cl:8])[CH:7]=1.ClC1C=C(Cl)C2N(C(C(O)=O)=CN=2)N=1.C(Cl)(=O)C(Cl)=O.C(N(CC)CC)C.[N:42]1[CH:47]=[CH:46][C:45]([NH2:48])=[CH:44][CH:43]=1.ClC1C=C(Cl)C2N(C(C(NC3C=CN=CC=3)=O)=CN=2)N=1. The catalyst is ClCCl.CN(C1C=CN=CC=1)C. The product is [Br:1][C:2]1[C:3]2[N:4]([C:9]([C:12]([NH:48][C:45]3[CH:46]=[CH:47][N:42]=[CH:43][CH:44]=3)=[O:14])=[CH:10][N:11]=2)[N:5]=[C:6]([Cl:8])[CH:7]=1. The yield is 0.608.